Dataset: Forward reaction prediction with 1.9M reactions from USPTO patents (1976-2016). Task: Predict the product of the given reaction. (1) The product is: [ClH:1].[CH3:30][S:31]([CH2:34][CH2:35][C:36]1[CH:37]=[CH:38][C:39]([NH:42][C:2]2[N:7]=[C:6]([N:8]([CH3:29])[C:9]3[CH:28]=[CH:27][C:12]4[N:13]([CH3:26])[C:14]([NH:16][CH2:17][C:18]5[CH:23]=[CH:22][C:21]([O:24][CH3:25])=[CH:20][CH:19]=5)=[N:15][C:11]=4[CH:10]=3)[CH:5]=[CH:4][N:3]=2)=[CH:40][CH:41]=1)(=[O:32])=[O:33]. Given the reactants [Cl:1][C:2]1[N:7]=[C:6]([N:8]([CH3:29])[C:9]2[CH:28]=[CH:27][C:12]3[N:13]([CH3:26])[C:14]([NH:16][CH2:17][C:18]4[CH:23]=[CH:22][C:21]([O:24][CH3:25])=[CH:20][CH:19]=4)=[N:15][C:11]=3[CH:10]=2)[CH:5]=[CH:4][N:3]=1.[CH3:30][S:31]([CH2:34][CH2:35][C:36]1[CH:41]=[CH:40][C:39]([NH2:42])=[CH:38][CH:37]=1)(=[O:33])=[O:32], predict the reaction product. (2) Given the reactants [B:10]1([B:10]2[O:14][C:13]([CH3:16])([CH3:15])[C:12]([CH3:18])([CH3:17])[O:11]2)[O:14][C:13]([CH3:16])([CH3:15])[C:12]([CH3:18])([CH3:17])[O:11]1.C([O-])(=O)C.[K+].C1(P(C2CCCCC2)C2CCCCC2)CCCCC1.Br[C:44]1[C:53]([F:54])=[CH:52][C:47]2[NH:48][C:49](=[O:51])[O:50][C:46]=2[CH:45]=1, predict the reaction product. The product is: [F:54][C:53]1[C:44]([B:10]2[O:11][C:12]([CH3:17])([CH3:18])[C:13]([CH3:15])([CH3:16])[O:14]2)=[CH:45][C:46]2[O:50][C:49](=[O:51])[NH:48][C:47]=2[CH:52]=1. (3) Given the reactants [OH:1][C@H:2]1[CH2:7][CH2:6][CH2:5][CH2:4][C@@H:3]1[N:8]1[C:17](=[O:18])[C:16]2[C:11](=[C:12]3[CH:32]=[CH:31][N:30]=[CH:29][C:13]3=[C:14]([CH2:19][C:20]3[CH:25]=[CH:24][C:23]([CH:26]([OH:28])[CH3:27])=[CH:22][CH:21]=3)[CH:15]=2)[N:10]=[CH:9]1.[CH3:33][Mg]Br, predict the reaction product. The product is: [OH:1][C@H:2]1[CH2:7][CH2:6][CH2:5][CH2:4][C@@H:3]1[N:8]1[C:17](=[O:18])[C:16]2[C:11](=[C:12]3[CH:32]=[CH:31][N:30]=[CH:29][C:13]3=[C:14]([CH2:19][C:20]3[CH:25]=[CH:24][C:23]([CH:26]([OH:28])[CH:27]=[CH2:33])=[CH:22][CH:21]=3)[CH:15]=2)[N:10]=[CH:9]1. (4) Given the reactants [CH:1]1[C:9]2[C:8]3[CH:10]=[CH:11][CH:12]=[CH:13][C:7]=3[S:6][C:5]=2[CH:4]=[CH:3][CH:2]=1.[OH:14]O.O, predict the reaction product. The product is: [CH:1]1[C:9]2[C:8]3[CH:10]=[CH:11][CH:12]=[CH:13][C:7]=3[S:6](=[O:14])[C:5]=2[CH:4]=[CH:3][CH:2]=1. (5) Given the reactants [NH2:1][C:2]1[CH:28]=[CH:27][C:5]([O:6][C:7]2[C:16]3[CH2:15][N:14]([CH2:17][C:18]4[CH:23]=[CH:22][C:21]([O:24][CH3:25])=[CH:20][CH:19]=4)[C:13](=[O:26])[NH:12][C:11]=3[N:10]=[CH:9][CH:8]=2)=[C:4]([F:29])[CH:3]=1.CCN(C(C)C)C(C)C.[Cl:39][C:40]1[CH:41]=[C:42]([N:46]=[C:47]=[O:48])[CH:43]=[CH:44][CH:45]=1, predict the reaction product. The product is: [Cl:39][C:40]1[CH:41]=[C:42]([NH:46][C:47]([NH:1][C:2]2[CH:28]=[CH:27][C:5]([O:6][C:7]3[C:16]4[CH2:15][N:14]([CH2:17][C:18]5[CH:23]=[CH:22][C:21]([O:24][CH3:25])=[CH:20][CH:19]=5)[C:13](=[O:26])[NH:12][C:11]=4[N:10]=[CH:9][CH:8]=3)=[C:4]([F:29])[CH:3]=2)=[O:48])[CH:43]=[CH:44][CH:45]=1. (6) Given the reactants [Cl-].[C:2]([C:6]1[CH:11]=[CH:10][C:9]([I+:12][C:13]2[CH:18]=[CH:17][C:16]([C:19]([CH3:22])([CH3:21])[CH3:20])=[CH:15][CH:14]=2)=[CH:8][CH:7]=1)([CH3:5])([CH3:4])[CH3:3].[C:23]1([CH3:34])[CH:28]=[CH:27][C:26]([S:29]([O:32]C)(=[O:31])=[O:30])=[CH:25][CH:24]=1, predict the reaction product. The product is: [C:23]1([CH3:34])[CH:24]=[CH:25][C:26]([S:29]([O-:32])(=[O:30])=[O:31])=[CH:27][CH:28]=1.[C:19]([C:16]1[CH:17]=[CH:18][C:13]([I+:12][C:9]2[CH:8]=[CH:7][C:6]([C:2]([CH3:5])([CH3:4])[CH3:3])=[CH:11][CH:10]=2)=[CH:14][CH:15]=1)([CH3:22])([CH3:21])[CH3:20].